This data is from Reaction yield outcomes from USPTO patents with 853,638 reactions. The task is: Predict the reaction yield, written as a fraction of the theoretical maximum amount of product (1.0 means a 100% yield; for example, 0.34 means a 34% yield). (1) The reactants are [I-].[Na+].C[Si](Cl)(C)C.[O:8]1CCO[CH:9]1[C:13]1[S:17][C:16]([CH:18]([C:20]2[S:21][C:22]([CH3:25])=[CH:23][CH:24]=2)O)=[CH:15][CH:14]=1.[OH-].[Na+].O.O.O.O.O.S([O-])([O-])(=O)=S.[Na+].[Na+]. The catalyst is C(#N)C.O.C(OCC)(=O)C. The product is [CH3:25][C:22]1[S:21][C:20]([CH2:18][C:16]2[S:17][C:13]([CH:9]=[O:8])=[CH:14][CH:15]=2)=[CH:24][CH:23]=1. The yield is 0.502. (2) The reactants are B(O)(O)[C@H]1N(C([C@@H](N)C(C)C)=O)CCC1.[CH3:16][S:17]([OH:20])(=[O:19])=[O:18].S([O-])(=O)(=O)C.[CH3:26][C:27]1[O:31][C:30]([C:32]2[CH:37]=[CH:36][CH:35]=[CH:34][CH:33]=2)=[N:29][C:28]=1[CH2:38][CH2:39][NH3+:40].Cl[CH2:42][C:43]([N:45]1[CH2:49][CH2:48][CH2:47][C@H:46]1[C:50]#[N:51])=[O:44].CS(O)(=O)=O. The catalyst is CC(N(C)C)=O. The product is [S:17]([OH:20])(=[O:19])(=[O:18])[CH3:16].[CH3:26][C:27]1[O:31][C:30]([C:32]2[CH:37]=[CH:36][CH:35]=[CH:34][CH:33]=2)=[N:29][C:28]=1[CH2:38][CH2:39][NH:40][CH2:42][C:43]([N:45]1[CH2:49][CH2:48][CH2:47][C@H:46]1[C:50]#[N:51])=[O:44]. The yield is 0.850. (3) The reactants are CO[CH2:3][C:4]1[CH:5]=[C:6]([N:10]([CH2:18][C:19]2[CH:24]=[CH:23][CH:22]=[C:21]([O:25][C:26]([F:31])([F:30])[CH:27]([F:29])[F:28])[CH:20]=2)[CH2:11][CH:12]([OH:17])[C:13]([F:16])([F:15])[F:14])[CH:7]=[CH:8][CH:9]=1.B(Br)(Br)[Br:33].COC. The catalyst is ClCCl. The product is [Br:33][CH2:3][C:4]1[CH:5]=[C:6]([N:10]([CH2:18][C:19]2[CH:24]=[CH:23][CH:22]=[C:21]([O:25][C:26]([F:31])([F:30])[CH:27]([F:29])[F:28])[CH:20]=2)[CH2:11][CH:12]([OH:17])[C:13]([F:16])([F:15])[F:14])[CH:7]=[CH:8][CH:9]=1. The yield is 0.590. (4) The reactants are [NH2:1][C:2]1[CH:9]=[CH:8][CH:7]=[C:6]([CH:10]2[CH2:12][C:11]2([CH3:14])[CH3:13])[C:3]=1[C:4]#[N:5].[S:15](Cl)(=[O:18])(=O)[NH2:16].[OH-:20].[Na+]. The catalyst is CC(N(C)C)=O.O. The product is [CH3:13][C:11]1([CH3:14])[CH2:12][CH:10]1[C:6]1[C:3]2[C:4]([NH2:5])=[N:16][S:15](=[O:18])(=[O:20])[NH:1][C:2]=2[CH:9]=[CH:8][CH:7]=1. The yield is 0.580. (5) The reactants are [Br-].[CH2:2]([PH3+])[CH2:3][CH2:4][CH2:5][CH2:6][CH2:7][CH3:8].CC(C)([O-])C.[K+].[Si:16]([O:23][C@@H:24]1[CH2:32][C@@H:27]2[O:28][C:29](=[O:31])[CH2:30][C@@H:26]2[C@H:25]1[CH:33]=O)([C:19]([CH3:22])([CH3:21])[CH3:20])([CH3:18])[CH3:17]. The catalyst is C1COCC1. The product is [Si:16]([O:23][C@@H:24]1[CH2:32][C@@H:27]2[O:28][C:29](=[O:31])[CH2:30][C@@H:26]2[C@H:25]1[CH:33]=[CH:2][CH2:3][CH2:4][CH2:5][CH2:6][CH2:7][CH3:8])([C:19]([CH3:20])([CH3:22])[CH3:21])([CH3:17])[CH3:18]. The yield is 0.910. (6) The reactants are [NH:1]1[C:9]2[C:4](=[CH:5][CH:6]=[CH:7][CH:8]=2)[CH:3]=[C:2]1[C:10]([O:12][CH2:13][CH3:14])=[O:11].[H-].[Na+].I[CH3:18]. The catalyst is CN(C=O)C. The product is [CH3:18][N:1]1[C:9]2[C:4](=[CH:5][CH:6]=[CH:7][CH:8]=2)[CH:3]=[C:2]1[C:10]([O:12][CH2:13][CH3:14])=[O:11]. The yield is 0.745. (7) The reactants are [CH2:1]([C:8]1[N:9]=[N:10][C:11]([C:16]2[CH2:17][CH2:18][NH:19][CH2:20][CH:21]=2)=[C:12]([CH3:15])[C:13]=1[CH3:14])[C:2]1[CH:7]=[CH:6][CH:5]=[CH:4][CH:3]=1.[CH3:22][O:23][C:24]([C:26]1[CH:31]=[N:30][C:29](Cl)=[CH:28][N:27]=1)=[O:25]. The catalyst is O1CCOCC1. The product is [CH2:1]([C:8]1[N:9]=[N:10][C:11]([C:16]2[CH2:17][CH2:18][N:19]([C:29]3[N:30]=[CH:31][C:26]([C:24]([O:23][CH3:22])=[O:25])=[N:27][CH:28]=3)[CH2:20][CH:21]=2)=[C:12]([CH3:15])[C:13]=1[CH3:14])[C:2]1[CH:7]=[CH:6][CH:5]=[CH:4][CH:3]=1. The yield is 0.300. (8) The reactants are COC1C=C(OC)C=CC=1C[N:6]1[CH2:11][CH2:10][CH2:9][CH:8]([F:12])[S:7]1(=[O:14])=[O:13].FC(F)(F)C(O)=O. The catalyst is C(Cl)Cl. The product is [F:12][CH:8]1[S:7](=[O:14])(=[O:13])[NH:6][CH2:11][CH2:10][CH2:9]1. The yield is 0.790.